Dataset: Reaction yield outcomes from USPTO patents with 853,638 reactions. Task: Predict the reaction yield, written as a fraction of the theoretical maximum amount of product (1.0 means a 100% yield; for example, 0.34 means a 34% yield). (1) The product is [F:36][C:34]1[CH:33]=[C:32]([S:37]([C:2]2[CH:3]=[C:4]3[C:8](=[CH:9][CH:10]=2)[N:7]([CH:11]2[CH2:16][CH2:15][N:14]([C:17]([O:19][C:20]([CH3:23])([CH3:22])[CH3:21])=[O:18])[CH2:13][CH2:12]2)[CH2:6][CH2:5]3)(=[O:38])=[O:39])[CH:31]=[C:30]([F:29])[CH:35]=1. The catalyst is C1COCC1.CCOC(C)=O. The yield is 0.300. The reactants are I[C:2]1[CH:3]=[C:4]2[C:8](=[CH:9][CH:10]=1)[N:7]([CH:11]1[CH2:16][CH2:15][N:14]([C:17]([O:19][C:20]([CH3:23])([CH3:22])[CH3:21])=[O:18])[CH2:13][CH2:12]1)[CH2:6][CH2:5]2.[Li]C(C)(C)C.[F:29][C:30]1[CH:31]=[C:32]([S:37](F)(=[O:39])=[O:38])[CH:33]=[C:34]([F:36])[CH:35]=1.[NH4+].[Cl-]. (2) No catalyst specified. The yield is 0.391. The reactants are [F:1][C:2]1[CH:18]=[C:17]([CH:19]=[CH2:20])[CH:16]=[CH:15][C:3]=1[O:4][C:5]1[CH:10]=[CH:9][CH:8]=[C:7]([C:11]([F:14])([F:13])[F:12])[N:6]=1.B1C2CCCC1CCC2.C1C[O:33]CC1. The product is [F:1][C:2]1[CH:18]=[C:17]([CH2:19][CH2:20][OH:33])[CH:16]=[CH:15][C:3]=1[O:4][C:5]1[CH:10]=[CH:9][CH:8]=[C:7]([C:11]([F:14])([F:13])[F:12])[N:6]=1.